From a dataset of Forward reaction prediction with 1.9M reactions from USPTO patents (1976-2016). Predict the product of the given reaction. (1) Given the reactants [Br:1][C:2]1[CH:7]=[CH:6][C:5]([C:8](=O)[CH2:9][N:10]2[CH2:14][CH2:13][CH2:12][CH2:11]2)=[CH:4][CH:3]=1.CN.[BH3-][C:19]#[N:20].[Na+].C(O)(=O)C, predict the reaction product. The product is: [Br:1][C:2]1[CH:7]=[CH:6][C:5]([CH:8]([NH:20][CH3:19])[CH2:9][N:10]2[CH2:14][CH2:13][CH2:12][CH2:11]2)=[CH:4][CH:3]=1. (2) Given the reactants Cl[C:2]1[N:7]=[C:6]([C:8]2[CH:9]=[C:10]([CH:25]=[CH:26][CH:27]=2)[CH2:11][N:12]([CH2:17][CH2:18][C:19]2[CH:20]=[N:21][CH:22]=[CH:23][CH:24]=2)[S:13]([CH3:16])(=[O:15])=[O:14])[CH:5]=[CH:4][N:3]=1.[NH2:28][CH2:29][CH2:30][C:31]1[CH:36]=[CH:35][C:34]([OH:37])=[CH:33][CH:32]=1, predict the reaction product. The product is: [OH:37][C:34]1[CH:35]=[CH:36][C:31]([CH2:30][CH2:29][NH:28][C:2]2[N:7]=[C:6]([C:8]3[CH:9]=[C:10]([CH:25]=[CH:26][CH:27]=3)[CH2:11][N:12]([CH2:17][CH2:18][C:19]3[CH:20]=[N:21][CH:22]=[CH:23][CH:24]=3)[S:13]([CH3:16])(=[O:15])=[O:14])[CH:5]=[CH:4][N:3]=2)=[CH:32][CH:33]=1.